This data is from Reaction yield outcomes from USPTO patents with 853,638 reactions. The task is: Predict the reaction yield, written as a fraction of the theoretical maximum amount of product (1.0 means a 100% yield; for example, 0.34 means a 34% yield). (1) The reactants are [CH3:12][CH2:11][O:10][C:8](/N=N/[C:8]([O:10][CH2:11][CH3:12])=O)=O.COCCO.C1C=CC(P(C2C=CC=CC=2)C2C=CC=CC=2)=CC=1.[OH:37][N:38]1[C:42](=[O:43])[C:41]2=[CH:44][CH:45]=[CH:46][CH:47]=[C:40]2[C:39]1=[O:48]. The catalyst is C1COCC1. The product is [CH3:8][O:10][CH2:11][CH2:12][O:37][N:38]1[C:42](=[O:43])[C:41]2[C:40](=[CH:47][CH:46]=[CH:45][CH:44]=2)[C:39]1=[O:48]. The yield is 0.550. (2) The reactants are [Cl-].[Li+].[Cu](C#N)C#N.[CH:8]1([Mg]Cl)[CH2:12][CH2:11][CH2:10][CH2:9]1.C(OCC)C.[C:20]([O:24][CH3:25])(=[O:23])[C:21]#[CH:22].[I:26]I. The catalyst is O1CCCC1. The product is [CH3:25][O:24][C:20](=[O:23])/[C:21](/[I:26])=[CH:22]\[CH:8]1[CH2:12][CH2:11][CH2:10][CH2:9]1. The yield is 0.970. (3) The reactants are ClC(OCC(C)C)=[O:3].[C:9]([N:16]([CH2:18][C:19]([OH:21])=[O:20])[CH3:17])([O:11][C:12]([CH3:15])([CH3:14])[CH3:13])=[O:10].CN1CCOCC1.[CH2:29]([NH2:39])[C:30]1[CH:38]=[CH:37][C:36]2[O:35][CH2:34][O:33][C:32]=2[CH:31]=1. The catalyst is C1COCC1. The product is [C:29]([NH2:39])(=[O:3])[C:30]1[CH:38]=[CH:37][C:36]2[O:35][CH2:34][O:33][C:32]=2[CH:31]=1.[C:9]([N:16]([CH2:18][C:19]([OH:21])=[O:20])[CH3:17])([O:11][C:12]([CH3:14])([CH3:15])[CH3:13])=[O:10]. The yield is 0.950. (4) The reactants are [OH:1][C:2]1[C:11]2[C:6](=[CH:7][CH:8]=[CH:9][CH:10]=2)[C:5]([CH:12]=[O:13])=[CH:4][CH:3]=1.[C:14]([NH:21][CH2:22][CH2:23][CH2:24]Br)([O:16][C:17]([CH3:20])([CH3:19])[CH3:18])=[O:15].C(=O)([O-])[O-].[K+].[K+].O. The catalyst is CN(C=O)C. The product is [C:17]([O:16][C:14](=[O:15])[NH:21][CH2:22][CH2:23][CH2:24][O:1][C:2]1[C:11]2[C:6](=[CH:7][CH:8]=[CH:9][CH:10]=2)[C:5]([CH:12]=[O:13])=[CH:4][CH:3]=1)([CH3:20])([CH3:19])[CH3:18]. The yield is 0.720. (5) The reactants are O1CCCC1.[C:6]1([S:12][C:13]2[N:18]=[CH:17][C:16]([CH2:19][C:20](Cl)=[N:21][OH:22])=[CH:15][CH:14]=2)[CH:11]=[CH:10][CH:9]=[CH:8][CH:7]=1.[C:24]([C:26]1[C:27]([NH2:33])=[N:28][C:29]([NH2:32])=[CH:30][CH:31]=1)#[CH:25].C(N(CC)CC)C. The catalyst is O. The product is [C:6]1([S:12][C:13]2[N:18]=[CH:17][C:16]([CH2:19][C:20]3[CH:25]=[C:24]([C:26]4[C:27]([NH2:33])=[N:28][C:29]([NH2:32])=[CH:30][CH:31]=4)[O:22][N:21]=3)=[CH:15][CH:14]=2)[CH:11]=[CH:10][CH:9]=[CH:8][CH:7]=1. The yield is 0.580.